Regression/Classification. Given a drug SMILES string, predict its absorption, distribution, metabolism, or excretion properties. Task type varies by dataset: regression for continuous measurements (e.g., permeability, clearance, half-life) or binary classification for categorical outcomes (e.g., BBB penetration, CYP inhibition). Dataset: cyp2c19_veith. From a dataset of CYP2C19 inhibition data for predicting drug metabolism from PubChem BioAssay. (1) The drug is COc1ccc(-n2c(=O)c(CCc3ccccc3)nc3cnc(N4CCNCC4)nc32)cc1. The result is 0 (non-inhibitor). (2) The molecule is COc1cc(C2C(C#N)=C(N)OC3=C2C(=O)CCC3)c([N+](=O)[O-])cc1OC. The result is 0 (non-inhibitor). (3) The molecule is Cn1c(=O)[nH]c(=O)c2c1nc(NCCCO)n2CCCc1ccccc1. The result is 0 (non-inhibitor). (4) The compound is CCNc1ncc2nc(-c3ccccc3)c(=O)n(C[C@H]3CCCO3)c2n1. The result is 0 (non-inhibitor). (5) The result is 1 (inhibitor). The drug is C=CCNC(=O)/C(=C\c1ccc2c(c1)OCO2)NC(=O)c1ccc(Br)cc1. (6) The drug is O=C(CSCc1c(F)cccc1Cl)NCC1CCCO1. The result is 1 (inhibitor).